Dataset: NCI-60 drug combinations with 297,098 pairs across 59 cell lines. Task: Regression. Given two drug SMILES strings and cell line genomic features, predict the synergy score measuring deviation from expected non-interaction effect. (1) Drug 1: CC1=C(C=C(C=C1)C(=O)NC2=CC(=CC(=C2)C(F)(F)F)N3C=C(N=C3)C)NC4=NC=CC(=N4)C5=CN=CC=C5. Drug 2: CS(=O)(=O)CCNCC1=CC=C(O1)C2=CC3=C(C=C2)N=CN=C3NC4=CC(=C(C=C4)OCC5=CC(=CC=C5)F)Cl. Cell line: MDA-MB-435. Synergy scores: CSS=1.73, Synergy_ZIP=-0.557, Synergy_Bliss=-0.121, Synergy_Loewe=-1.36, Synergy_HSA=-1.44. (2) Drug 1: C1=CC(=C2C(=C1NCCNCCO)C(=O)C3=C(C=CC(=C3C2=O)O)O)NCCNCCO. Drug 2: CC1=C2C(C(=O)C3(C(CC4C(C3C(C(C2(C)C)(CC1OC(=O)C(C(C5=CC=CC=C5)NC(=O)OC(C)(C)C)O)O)OC(=O)C6=CC=CC=C6)(CO4)OC(=O)C)O)C)O. Cell line: PC-3. Synergy scores: CSS=13.9, Synergy_ZIP=-15.6, Synergy_Bliss=-14.0, Synergy_Loewe=-10.8, Synergy_HSA=-8.53. (3) Cell line: MCF7. Synergy scores: CSS=34.4, Synergy_ZIP=3.02, Synergy_Bliss=3.41, Synergy_Loewe=1.82, Synergy_HSA=6.20. Drug 1: CC1C(C(CC(O1)OC2CC(CC3=C2C(=C4C(=C3O)C(=O)C5=C(C4=O)C(=CC=C5)OC)O)(C(=O)C)O)N)O.Cl. Drug 2: CC1CCC2CC(C(=CC=CC=CC(CC(C(=O)C(C(C(=CC(C(=O)CC(OC(=O)C3CCCCN3C(=O)C(=O)C1(O2)O)C(C)CC4CCC(C(C4)OC)OCCO)C)C)O)OC)C)C)C)OC.